This data is from Full USPTO retrosynthesis dataset with 1.9M reactions from patents (1976-2016). The task is: Predict the reactants needed to synthesize the given product. (1) The reactants are: [H-].[Na+].[OH:3][CH2:4][C:5]([CH3:14])([CH3:13])[C:6]([O:8][C:9]([CH3:12])([CH3:11])[CH3:10])=[O:7].CS(O[CH2:20][CH2:21][O:22][CH2:23][CH2:24][O:25][CH2:26][CH2:27][O:28][CH2:29][CH2:30][O:31][CH2:32][CH2:33][O:34][CH2:35][CH2:36][O:37][CH2:38][CH2:39][O:40][CH3:41])(=O)=O. Given the product [CH3:13][C:5]([CH3:14])([C:6]([O:8][C:9]([CH3:12])([CH3:11])[CH3:10])=[O:7])[CH2:4][O:3][CH2:20][CH2:21][O:22][CH2:23][CH2:24][O:25][CH2:26][CH2:27][O:28][CH2:29][CH2:30][O:31][CH2:32][CH2:33][O:34][CH2:35][CH2:36][O:37][CH2:38][CH2:39][O:40][CH3:41], predict the reactants needed to synthesize it. (2) Given the product [OH:1][C:2]1[CH:3]=[CH:4][C:5]([C:8]([O:10][CH3:11])=[O:9])=[N:6][CH:7]=1, predict the reactants needed to synthesize it. The reactants are: [OH:1][C:2]1[CH:3]=[CH:4][C:5]([C:8]([OH:10])=[O:9])=[N:6][CH:7]=1.[CH3:11]N(C=O)C.C(Cl)(=O)C(Cl)=O.CO. (3) The reactants are: F[C:2]1[N:7]2[CH:8]=[C:9]([CH2:11][N:12]3[C@H:25]4[C@H:16]([CH2:17][CH2:18][C:19]5[C:24]4=[N:23][CH:22]=[CH:21][CH:20]=5)[CH2:15][CH2:14][CH2:13]3)[N:10]=[C:6]2[CH:5]=[CH:4][CH:3]=1.[CH3:26][N:27]([CH3:32])[CH2:28][CH2:29][NH:30][CH3:31]. Given the product [N:12]1([CH2:11][C:9]2[N:10]=[C:6]3[CH:5]=[CH:4][CH:3]=[C:2]([N:30]([CH3:31])[CH2:29][CH2:28][N:27]([CH3:32])[CH3:26])[N:7]3[CH:8]=2)[C@H:25]2[C@H:16]([CH2:17][CH2:18][C:19]3[C:24]2=[N:23][CH:22]=[CH:21][CH:20]=3)[CH2:15][CH2:14][CH2:13]1, predict the reactants needed to synthesize it. (4) Given the product [CH:38]1([NH:43][C:44](=[O:45])[NH:1][C:2]([C:21]2[CH:22]=[C:23]([CH2:27][CH2:28][CH2:29][CH2:30][CH2:31][CH2:32][C:33]([OH:35])=[O:34])[CH:24]=[CH:25][CH:26]=2)([C:10]2[CH:15]=[C:14]([C:16]([F:18])([F:17])[F:19])[CH:13]=[C:12]([F:20])[CH:11]=2)[CH2:3][C:4]2[CH:9]=[CH:8][CH:7]=[CH:6][CH:5]=2)[CH2:42][CH2:41][CH2:40][CH2:39]1, predict the reactants needed to synthesize it. The reactants are: [NH2:1][C:2]([C:21]1[CH:22]=[C:23]([CH2:27][CH2:28][CH2:29][CH2:30][CH2:31][CH2:32][C:33]([O:35]CC)=[O:34])[CH:24]=[CH:25][CH:26]=1)([C:10]1[CH:15]=[C:14]([C:16]([F:19])([F:18])[F:17])[CH:13]=[C:12]([F:20])[CH:11]=1)[CH2:3][C:4]1[CH:9]=[CH:8][CH:7]=[CH:6][CH:5]=1.[CH:38]1([N:43]=[C:44]=[O:45])[CH2:42][CH2:41][CH2:40][CH2:39]1.C1COCC1.[OH-].[Li+]. (5) Given the product [CH3:17][C:16]1[O:15][N:14]=[C:13]([C:18]2[CH:23]=[CH:22][CH:21]=[CH:20][N:19]=2)[C:12]=1[CH2:11][O:10][C:7]1[CH:8]=[CH:9][C:4]([C:3]([OH:24])=[O:2])=[CH:5][N:6]=1, predict the reactants needed to synthesize it. The reactants are: C[O:2][C:3](=[O:24])[C:4]1[CH:9]=[CH:8][C:7]([O:10][CH2:11][C:12]2[C:13]([C:18]3[CH:23]=[CH:22][CH:21]=[CH:20][N:19]=3)=[N:14][O:15][C:16]=2[CH3:17])=[N:6][CH:5]=1.O.[OH-].[Li+].Cl. (6) Given the product [CH3:1][N:2]1[C:7]([CH3:8])([CH3:9])[CH2:6][C:5]([CH3:14])([OH:10])[CH2:4][C:3]1([CH3:12])[CH3:11], predict the reactants needed to synthesize it. The reactants are: [CH3:1][N:2]1[C:7]([CH3:9])([CH3:8])[CH2:6][C:5](=[O:10])[CH2:4][C:3]1([CH3:12])[CH3:11].[Li][CH3:14]. (7) Given the product [F:22][C:17]1[CH:16]=[C:15]([C:8]2[CH:9]=[CH:10][C:5]([S:2]([CH3:1])(=[O:4])=[O:3])=[CH:6][CH:7]=2)[CH:20]=[CH:19][C:18]=1[OH:21], predict the reactants needed to synthesize it. The reactants are: [CH3:1][S:2]([C:5]1[CH:10]=[CH:9][C:8](B(O)O)=[CH:7][CH:6]=1)(=[O:4])=[O:3].Br[C:15]1[CH:20]=[CH:19][C:18]([OH:21])=[C:17]([F:22])[CH:16]=1.C([O-])([O-])=O.[Na+].[Na+].